From a dataset of Catalyst prediction with 721,799 reactions and 888 catalyst types from USPTO. Predict which catalyst facilitates the given reaction. (1) Reactant: [C:1]([C:5]1[CH:9]=[C:8]([NH:10][C:11]2[CH:20]=[CH:19][C:18]([O:21][CH3:22])=[CH:17][C:12]=2[C:13]([O:15][CH3:16])=[O:14])[N:7]([CH3:23])[N:6]=1)([CH3:4])([CH3:3])[CH3:2].[Br:24]Br.O. Product: [Br:24][C:9]1[C:5]([C:1]([CH3:4])([CH3:2])[CH3:3])=[N:6][N:7]([CH3:23])[C:8]=1[NH:10][C:11]1[CH:20]=[CH:19][C:18]([O:21][CH3:22])=[CH:17][C:12]=1[C:13]([O:15][CH3:16])=[O:14]. The catalyst class is: 15. (2) Reactant: [C:1]([O:5][CH:6]([C:11]1[C:16]([CH3:17])=[CH:15][CH:14]=[C:13]([CH:18]=[CH2:19])[C:12]=1[C:20]1[C:21]([CH3:30])=[C:22]2[C:27](=[CH:28][CH:29]=1)[O:26][CH2:25][CH2:24][CH2:23]2)[C:7]([O:9][CH3:10])=[O:8])([CH3:4])([CH3:3])[CH3:2].I[CH2:32]I.C([Zn]CC)C.C1(C)C=CC=CC=1. The catalyst class is: 26. Product: [C:1]([O:5][CH:6]([C:11]1[C:16]([CH3:17])=[CH:15][CH:14]=[C:13]([CH:18]2[CH2:32][CH2:19]2)[C:12]=1[C:20]1[C:21]([CH3:30])=[C:22]2[C:27](=[CH:28][CH:29]=1)[O:26][CH2:25][CH2:24][CH2:23]2)[C:7]([O:9][CH3:10])=[O:8])([CH3:4])([CH3:2])[CH3:3]. (3) Reactant: [F:1][CH:2]([C:4]1[N:9]=[C:8]([CH2:10][CH2:11][CH3:12])[NH:7][C:6](=[O:13])[CH:5]=1)[CH3:3].Br[CH2:15][C:16]1[CH:21]=[CH:20][C:19]([C:22]2[C:23]([C:28]#[N:29])=[CH:24][CH:25]=[CH:26][CH:27]=2)=[CH:18][CH:17]=1.C(=O)([O-])[O-].[K+].[K+]. Product: [F:1][CH:2]([C:4]1[N:9]=[C:8]([CH2:10][CH2:11][CH3:12])[N:7]([CH2:15][C:16]2[CH:17]=[CH:18][C:19]([C:22]3[C:23]([C:28]#[N:29])=[CH:24][CH:25]=[CH:26][CH:27]=3)=[CH:20][CH:21]=2)[C:6](=[O:13])[CH:5]=1)[CH3:3]. The catalyst class is: 115. (4) Reactant: [Cl:1][C:2]1[CH:7]=[CH:6][C:5]([S:8][C:9]2[N:13]([CH3:14])[C:12]([C:15]3[CH:20]=[CH:19][CH:18]=[CH:17][N:16]=3)=[N:11][C:10]=2[C:21]2[CH:30]=[CH:29][C:24]([C:25]([NH:27][NH2:28])=[O:26])=[CH:23][CH:22]=2)=[CH:4][CH:3]=1.[C:31](Cl)(Cl)=[O:32]. Product: [Cl:1][C:2]1[CH:7]=[CH:6][C:5]([S:8][C:9]2[N:13]([CH3:14])[C:12]([C:15]3[CH:20]=[CH:19][CH:18]=[CH:17][N:16]=3)=[N:11][C:10]=2[C:21]2[CH:22]=[CH:23][C:24]([C:25]3[O:26][C:31](=[O:32])[NH:28][N:27]=3)=[CH:29][CH:30]=2)=[CH:4][CH:3]=1. The catalyst class is: 1. (5) Reactant: [CH2:1]([C:3]1[CH:8]=[CH:7][CH:6]=[CH:5][CH:4]=1)[CH3:2].N([O:11][C:12]([CH3:15])(C)C)=O.[OH:16]N1C(=O)C2=CC=CC=C2C1=O.S(=O)(=O)(O)O.[OH-].[Na+].C(=NO)(C1C=CC=CC=1)C.[N+](C(C1C=CC=CC=1)C)([O-])=O.C(C1C=CC=CC=1)(=O)C. Product: [C:12]([O:11][CH:1]([CH3:2])[C:3]1[CH:8]=[CH:7][CH:6]=[CH:5][CH:4]=1)(=[O:16])[CH3:15]. The catalyst class is: 15. (6) Reactant: [F:1][C:2]1[CH:16]=[CH:15][CH:14]=[CH:13][C:3]=1[CH2:4][O:5][C:6]1[CH:11]=[CH:10][C:9]([NH2:12])=[CH:8][CH:7]=1.[C:17]([C:21]1[O:25][N:24]=[C:23]([N:26]=[C:27]=[O:28])[CH:22]=1)([CH3:20])([CH3:19])[CH3:18]. Product: [F:1][C:2]1[CH:16]=[CH:15][CH:14]=[CH:13][C:3]=1[CH2:4][O:5][C:6]1[CH:11]=[CH:10][C:9]([NH:12][C:27]([NH:26][C:23]2[CH:22]=[C:21]([C:17]([CH3:20])([CH3:19])[CH3:18])[O:25][N:24]=2)=[O:28])=[CH:8][CH:7]=1. The catalyst class is: 11. (7) Product: [NH2:13][C:11]1[N:10]=[CH:9][N:8]=[C:7]2[N:6]([CH:14]3[CH2:19][CH2:18][N:17]([C:33]([O:32][CH2:25][C:26]4[CH:31]=[CH:30][CH:29]=[CH:28][CH:27]=4)=[O:34])[CH2:16][CH2:15]3)[N:5]=[C:4]([I:3])[C:12]=12. The catalyst class is: 127. Reactant: Cl.Cl.[I:3][C:4]1[C:12]2[C:7](=[N:8][CH:9]=[N:10][C:11]=2[NH2:13])[N:6]([CH:14]2[CH2:19][CH2:18][NH:17][CH2:16][CH2:15]2)[N:5]=1.C(=O)(O)[O-].[Na+].[CH2:25]([O:32][C:33](Cl)=[O:34])[C:26]1[CH:31]=[CH:30][CH:29]=[CH:28][CH:27]=1. (8) Reactant: Br[C:2]1[CH:3]=[C:4]([CH:23]=[CH:24][CH:25]=1)[CH2:5][O:6][C:7]1[CH:12]=[CH:11][C:10]([C:13]2([CH2:17][C:18]([O:20][CH2:21][CH3:22])=[O:19])[CH2:16][O:15][CH2:14]2)=[CH:9][CH:8]=1.[CH2:26]([S:30][C:31]1[CH:36]=[CH:35][C:34](B(O)O)=[CH:33][CH:32]=1)[CH2:27][CH2:28][CH3:29].C(=O)([O-])[O-].[K+].[K+]. Product: [CH2:26]([S:30][C:31]1[CH:36]=[CH:35][C:34]([C:2]2[CH:25]=[CH:24][CH:23]=[C:4]([CH2:5][O:6][C:7]3[CH:8]=[CH:9][C:10]([C:13]4([CH2:17][C:18]([O:20][CH2:21][CH3:22])=[O:19])[CH2:16][O:15][CH2:14]4)=[CH:11][CH:12]=3)[CH:3]=2)=[CH:33][CH:32]=1)[CH2:27][CH2:28][CH3:29]. The catalyst class is: 38. (9) Reactant: [NH:1]([C:5]1[CH:11]=[CH:10][C:8]([OH:9])=[CH:7][CH:6]=1)[C:2]([CH3:4])=[O:3].C([O-])([O-])=O.[Cs+].[Cs+].Br[CH2:19][C:20]1[C:29]([N+:30]([O-:32])=[O:31])=[CH:28][CH:27]=[C:26]2[C:21]=1[CH:22]=[CH:23][CH:24]=[N:25]2.O. Product: [N+:30]([C:29]1[C:20]([CH2:19][O:9][C:8]2[CH:10]=[CH:11][C:5]([NH:1][C:2](=[O:3])[CH3:4])=[CH:6][CH:7]=2)=[C:21]2[C:26](=[CH:27][CH:28]=1)[N:25]=[CH:24][CH:23]=[CH:22]2)([O-:32])=[O:31]. The catalyst class is: 3. (10) Reactant: [OH:1][C:2]1[CH:3]=[C:4]([NH:8][C:9](=[O:11])[CH3:10])[CH:5]=[CH:6][CH:7]=1.C(NC1C=C(OC(=O)C)C=CC=1)=O.[CH3:25][C:26](=[CH2:30])[CH2:27][CH2:28]O.CCOC(/N=N/C(OCC)=O)=O.C1C=CC(P(C2C=CC=CC=2)C2C=CC=CC=2)=CC=1. Product: [CH3:30][C:26](=[CH2:25])[CH2:27][CH2:28][O:1][C:2]1[CH:3]=[C:4]([NH:8][C:9](=[O:11])[CH3:10])[CH:5]=[CH:6][CH:7]=1. The catalyst class is: 638.